This data is from Full USPTO retrosynthesis dataset with 1.9M reactions from patents (1976-2016). The task is: Predict the reactants needed to synthesize the given product. Given the product [C:2]([C:4]1([NH:10][C:11]([CH:13]([NH:21][C:22]([N:24]2[CH2:29][CH2:28][O:27][CH2:26][CH2:25]2)=[O:23])[CH2:14][CH:15]2[CH2:16][CH2:17][CH2:18][CH2:19][CH2:20]2)=[O:12])[CH2:5][CH2:6][N:7]([C:37]([N:34]2[CH2:35][CH2:36][N:31]([CH3:30])[CH2:32][CH2:33]2)=[O:38])[CH2:8][CH2:9]1)#[N:3], predict the reactants needed to synthesize it. The reactants are: Cl.[C:2]([C:4]1([NH:10][C:11]([CH:13]([NH:21][C:22]([N:24]2[CH2:29][CH2:28][O:27][CH2:26][CH2:25]2)=[O:23])[CH2:14][CH:15]2[CH2:20][CH2:19][CH2:18][CH2:17][CH2:16]2)=[O:12])[CH2:9][CH2:8][NH:7][CH2:6][CH2:5]1)#[N:3].[CH3:30][N:31]1[CH2:36][CH2:35][N:34]([C:37](Cl)=[O:38])[CH2:33][CH2:32]1.CN1CCOCC1.